From a dataset of Full USPTO retrosynthesis dataset with 1.9M reactions from patents (1976-2016). Predict the reactants needed to synthesize the given product. Given the product [CH:25]([N:28]1[CH2:33][CH2:32][CH:31]([NH:34][C:2]2[CH:7]=[C:6]([O:8][CH3:9])[CH:5]=[CH:4][C:3]=2[C:10]2[NH:19][C:18](=[O:20])[C:17]3[C:12](=[CH:13][C:14]([O:23][CH3:24])=[CH:15][C:16]=3[O:21][CH3:22])[N:11]=2)[CH2:30][CH2:29]1)([CH3:27])[CH3:26], predict the reactants needed to synthesize it. The reactants are: F[C:2]1[CH:7]=[C:6]([O:8][CH3:9])[CH:5]=[CH:4][C:3]=1[C:10]1[NH:19][C:18](=[O:20])[C:17]2[C:12](=[CH:13][C:14]([O:23][CH3:24])=[CH:15][C:16]=2[O:21][CH3:22])[N:11]=1.[CH:25]([N:28]1[CH2:33][CH2:32][CH:31]([NH2:34])[CH2:30][CH2:29]1)([CH3:27])[CH3:26].C[Si]([N-][Si](C)(C)C)(C)C.[Li+].